Dataset: Forward reaction prediction with 1.9M reactions from USPTO patents (1976-2016). Task: Predict the product of the given reaction. The product is: [F:17][C:18]1([F:26])[CH2:23][CH2:22][CH:21](/[CH:24]=[CH:11]/[C:12]([O:14][CH2:15][CH3:16])=[O:13])[CH2:20][CH2:19]1. Given the reactants [H-].[Na+].C(OP([CH2:11][C:12]([O:14][CH2:15][CH3:16])=[O:13])(OCC)=O)C.[F:17][C:18]1([F:26])[CH2:23][CH2:22][CH:21]([CH:24]=O)[CH2:20][CH2:19]1.[Cl-].[NH4+], predict the reaction product.